From a dataset of Peptide-MHC class II binding affinity with 134,281 pairs from IEDB. Regression. Given a peptide amino acid sequence and an MHC pseudo amino acid sequence, predict their binding affinity value. This is MHC class II binding data. The peptide sequence is LQFRRIRGPRASVIP. The MHC is DRB1_0802 with pseudo-sequence DRB1_0802. The binding affinity (normalized) is 0.894.